From a dataset of Reaction yield outcomes from USPTO patents with 853,638 reactions. Predict the reaction yield, written as a fraction of the theoretical maximum amount of product (1.0 means a 100% yield; for example, 0.34 means a 34% yield). (1) The reactants are [NH2:1][C:2]1[CH:3]=[C:4]([CH:9]2[C:18]([CH3:20])([CH3:19])[CH2:17][C:16]3[C:11](=[CH:12][CH:13]=[C:14]([C:21]([OH:23])=[O:22])[CH:15]=3)[NH:10]2)[CH:5]=[CH:6][C:7]=1[F:8].[F:24][C:25]1[CH:26]=[C:27]([S:31](Cl)(=[O:33])=[O:32])[CH:28]=[CH:29][CH:30]=1. The catalyst is N1C=CC=CC=1. The product is [F:8][C:7]1[CH:6]=[CH:5][C:4]([CH:9]2[C:18]([CH3:19])([CH3:20])[CH2:17][C:16]3[C:11](=[CH:12][CH:13]=[C:14]([C:21]([OH:23])=[O:22])[CH:15]=3)[NH:10]2)=[CH:3][C:2]=1[NH:1][S:31]([C:27]1[CH:28]=[CH:29][CH:30]=[C:25]([F:24])[CH:26]=1)(=[O:33])=[O:32]. The yield is 0.650. (2) The reactants are [Cl:1][C:2]1[CH:7]=[CH:6][C:5]([OH:8])=[CH:4][C:3]=1[N+:9]([O-:11])=[O:10].[CH2:12](Br)[C:13]1[CH:18]=[CH:17][CH:16]=[CH:15][CH:14]=1.C([O-])([O-])=O.[K+].[K+]. The catalyst is CC(C)=O. The product is [CH2:12]([O:8][C:5]1[CH:6]=[CH:7][C:2]([Cl:1])=[C:3]([N+:9]([O-:11])=[O:10])[CH:4]=1)[C:13]1[CH:18]=[CH:17][CH:16]=[CH:15][CH:14]=1. The yield is 0.950.